Dataset: Catalyst prediction with 721,799 reactions and 888 catalyst types from USPTO. Task: Predict which catalyst facilitates the given reaction. (1) Reactant: [CH2:1]1CCC(N=C=NC2CCCCC2)C[CH2:2]1.[N+](C1C=C(Cl)C(Cl)=CC=1C[C:28]([N:30](C)[C@@H:31]1[C:40]2[C:35](=[CH:36][CH:37]=[C:38]([N+:41]([O-:43])=[O:42])[CH:39]=2)CC[C@H:32]1[N:44]1[CH2:48][CH2:47][CH2:46][CH2:45]1)=O)([O-])=O.[C:50]([NH:57][C:58]1[CH:63]=[CH:62][C:61]([CH2:64][C:65]([OH:67])=O)=[CH:60][CH:59]=1)([O:52][C:53]([CH3:56])(C)C)=[O:51].N1C=CC=CC=1.Cl. Product: [CH2:53]([O:52][C:50]([NH:57][C:58]1[CH:59]=[CH:60][C:61]([CH2:64][C:65]([N:30]([CH3:28])[C@@H:31]([C:40]2[CH:35]=[CH:36][CH:37]=[C:38]([N+:41]([O-:43])=[O:42])[CH:39]=2)[CH2:32][N:44]2[CH2:48][CH2:47][CH2:46][CH2:45]2)=[O:67])=[CH:62][CH:63]=1)=[O:51])[CH2:56][CH2:1][CH3:2]. The catalyst class is: 6. (2) Reactant: C(OC([N:8]1[CH2:13][CH2:12][C:11]2[NH:14][N:15]=[C:16]([C:17]3([C:20]([F:23])([F:22])[F:21])[CH2:19][CH2:18]3)[C:10]=2[CH2:9]1)=O)(C)(C)C.Cl.O1CCOCC1. Product: [F:23][C:20]([F:21])([F:22])[C:17]1([C:16]2[C:10]3[CH2:9][NH:8][CH2:13][CH2:12][C:11]=3[NH:14][N:15]=2)[CH2:19][CH2:18]1. The catalyst class is: 425. (3) Reactant: [NH2:1][C:2]1[C:3]([OH:9])=[N:4][CH:5]=[C:6](C)[CH:7]=1.Cl[CH2:11][C:12](Cl)=[O:13].[C:15](=O)([O-])[O-].[K+].[K+]. Product: [CH3:15][N:4]1[CH:3]2[O:9][CH2:11][C:12](=[O:13])[NH:1][C:2]2=[CH:7][CH:6]=[CH:5]1. The catalyst class is: 9. (4) Reactant: [Br:1][C:2]1[CH:7]=[CH:6][C:5]([S:8](Cl)(=[O:10])=[O:9])=[CH:4][CH:3]=1.[NH2:12][C@@H:13]([C:17]([O:19][CH3:20])=[O:18])[CH:14]([CH3:16])[CH3:15].CCN(C(C)C)C(C)C. Product: [CH3:20][O:19][C:17](=[O:18])[CH:13]([NH:12][S:8]([C:5]1[CH:6]=[CH:7][C:2]([Br:1])=[CH:3][CH:4]=1)(=[O:10])=[O:9])[CH:14]([CH3:16])[CH3:15]. The catalyst class is: 4. (5) Reactant: [NH2:1][C:2]1[N:6]=[C:5]([C:7]2[S:8][CH:9]=[CH:10][C:11]=2[Cl:12])[O:4][N:3]=1.[Cl:13][C:14]1[CH:21]=[CH:20][C:17]([CH:18]=O)=[CH:16][CH:15]=1. Product: [Cl:13][C:14]1[CH:21]=[CH:20][C:17]([CH:18]=[N:1][C:2]2[N:6]=[C:5]([C:7]3[S:8][CH:9]=[CH:10][C:11]=3[Cl:12])[O:4][N:3]=2)=[CH:16][CH:15]=1. The catalyst class is: 11. (6) Reactant: B(F)(F)F.CCOCC.[C:10]([CH2:12][C:13]1([N:30]2[CH:34]=[C:33]([C:35]3[C:36]4[CH:43]=[CH:42][N:41](COCC[Si](C)(C)C)[C:37]=4[N:38]=[CH:39][N:40]=3)[CH:32]=[N:31]2)[CH2:16][N:15]([C:17]2[CH:28]=[CH:27][C:20]([C:21]([NH:23][CH:24]([CH3:26])[CH3:25])=[O:22])=[CH:19][C:18]=2[F:29])[CH2:14]1)#[N:11].[OH-].[NH4+].C([O-])(O)=O.[Na+]. Product: [C:10]([CH2:12][C:13]1([N:30]2[CH:34]=[C:33]([C:35]3[C:36]4[CH:43]=[CH:42][NH:41][C:37]=4[N:38]=[CH:39][N:40]=3)[CH:32]=[N:31]2)[CH2:16][N:15]([C:17]2[CH:28]=[CH:27][C:20]([C:21]([NH:23][CH:24]([CH3:26])[CH3:25])=[O:22])=[CH:19][C:18]=2[F:29])[CH2:14]1)#[N:11]. The catalyst class is: 47. (7) Reactant: [CH3:1][N:2]1[C:6](/[CH:7]=[CH:8]/[C:9]([O:11]CC)=[O:10])=[CH:5][C:4]([O:14][CH2:15][C:16]2[C:17]([CH3:31])=[N:18][N:19]([C:21]3[CH:26]=[CH:25][C:24]([C:27]([F:30])([F:29])[F:28])=[CH:23][N:22]=3)[CH:20]=2)=[N:3]1.[OH-].[Na+].O1CCCC1.Cl. Product: [CH3:1][N:2]1[C:6](/[CH:7]=[CH:8]/[C:9]([OH:11])=[O:10])=[CH:5][C:4]([O:14][CH2:15][C:16]2[C:17]([CH3:31])=[N:18][N:19]([C:21]3[CH:26]=[CH:25][C:24]([C:27]([F:28])([F:29])[F:30])=[CH:23][N:22]=3)[CH:20]=2)=[N:3]1. The catalyst class is: 5.